Dataset: HIV replication inhibition screening data with 41,000+ compounds from the AIDS Antiviral Screen. Task: Binary Classification. Given a drug SMILES string, predict its activity (active/inactive) in a high-throughput screening assay against a specified biological target. (1) The drug is O=C(O)c1c2c(cc3c1CC1(Cc4cc5c(cc4C1=O)CCC5)C3)CCC2. The result is 0 (inactive). (2) The drug is Cc1nc2cc(C)[nH]c(=O)n2n1. The result is 0 (inactive). (3) The drug is COc1ccc2nc3ccccc3c(NCCN(C)CCCl)c2c1.Cl. The result is 0 (inactive). (4) The compound is CC1(C)Oc2ccc3ccc(=O)oc3c2C(OC(=O)C23CCC(C)(C(=O)O2)C3(C)C)C1OC(=O)C12CCC(C)(C(=O)O1)C2(C)C. The result is 1 (active). (5) The molecule is O=[N+]([O-])c1ccc(Cl)cc1-n1nc(-c2ccccc2)cc1-c1ccccc1. The result is 0 (inactive). (6) The drug is S=C1CCSc2c(ccc3ccccc23)N1. The result is 0 (inactive). (7) The result is 0 (inactive). The drug is CC1CCC2(O)C(CCCC2(C)C)C1(C)CCc1ccoc1.